This data is from Catalyst prediction with 721,799 reactions and 888 catalyst types from USPTO. The task is: Predict which catalyst facilitates the given reaction. (1) Reactant: Cl[C:2]1[CH:7]=[C:6]([N:8]2[CH:12]=[N:11][CH:10]=[N:9]2)[N:5]=[CH:4][N:3]=1.[NH3:13]. Product: [N:8]1([C:6]2[N:5]=[CH:4][N:3]=[C:2]([NH2:13])[CH:7]=2)[CH:12]=[N:11][CH:10]=[N:9]1. The catalyst class is: 32. (2) The catalyst class is: 4. Reactant: [Br:1][C:2]1[CH:3]=[C:4]2[C:8](=[CH:9][C:10]=1[CH2:11][OH:12])[CH2:7][N:6]([C:13]([O:15][C:16]([CH3:19])([CH3:18])[CH3:17])=[O:14])[CH2:5]2.CC(OI1(OC(C)=O)(OC(C)=O)OC(=O)C2C=CC=CC1=2)=O. Product: [Br:1][C:2]1[CH:3]=[C:4]2[C:8](=[CH:9][C:10]=1[CH:11]=[O:12])[CH2:7][N:6]([C:13]([O:15][C:16]([CH3:19])([CH3:18])[CH3:17])=[O:14])[CH2:5]2. (3) Reactant: [Br:1][C:2]1[CH:7]=[CH:6][C:5]([C:8]2[O:12][N:11]=[C:10]([CH3:13])[C:9]=2[CH2:14][C:15]([OH:17])=O)=[CH:4][CH:3]=1.[CH3:18][CH:19]([NH2:26])[C:20]1[CH:25]=[CH:24][CH:23]=[CH:22][CH:21]=1.Cl.CN(C)CCCN=C=NCC.ON1C2C=CC=CC=2N=N1.C(N(CC)CC)C. Product: [Br:1][C:2]1[CH:3]=[CH:4][C:5]([C:8]2[O:12][N:11]=[C:10]([CH3:13])[C:9]=2[CH2:14][C:15]([NH:26][CH:19]([C:20]2[CH:25]=[CH:24][CH:23]=[CH:22][CH:21]=2)[CH3:18])=[O:17])=[CH:6][CH:7]=1. The catalyst class is: 2. (4) Reactant: Cl[C:2]1[N:7]=[CH:6][C:5]([C:8]2[CH:13]=[CH:12][N:11]=[C:10]([NH:14][C:15]3[CH:16]=[C:17]([NH:22][C:23](=[O:34])[C:24]4[CH:29]=[CH:28][CH:27]=[C:26]([C:30]([F:33])([F:32])[F:31])[CH:25]=4)[CH:18]=[CH:19][C:20]=3[CH3:21])[N:9]=2)=[CH:4][CH:3]=1.[NH:35]1[CH2:40][CH2:39][CH:38]([OH:41])[CH2:37][CH2:36]1. Product: [OH:41][CH:38]1[CH2:39][CH2:40][N:35]([C:2]2[CH:3]=[CH:4][C:5]([C:8]3[CH:13]=[CH:12][N:11]=[C:10]([NH:14][C:15]4[CH:16]=[C:17]([NH:22][C:23](=[O:34])[C:24]5[CH:29]=[CH:28][CH:27]=[C:26]([C:30]([F:33])([F:31])[F:32])[CH:25]=5)[CH:18]=[CH:19][C:20]=4[CH3:21])[N:9]=3)=[CH:6][N:7]=2)[CH2:36][CH2:37]1. The catalyst class is: 6.